Predict the reactants needed to synthesize the given product. From a dataset of Full USPTO retrosynthesis dataset with 1.9M reactions from patents (1976-2016). (1) Given the product [O:1]([C:8]1[CH:15]=[CH:14][C:11]([CH:12]=[CH:27][C:26]([C:17]2[CH:18]=[CH:19][CH:20]=[CH:25][CH:16]=2)=[O:28])=[CH:10][CH:9]=1)[C:2]1[CH:7]=[CH:6][CH:5]=[CH:4][CH:3]=1, predict the reactants needed to synthesize it. The reactants are: [O:1]([C:8]1[CH:15]=[CH:14][C:11]([CH:12]=O)=[CH:10][CH:9]=1)[C:2]1[CH:7]=[CH:6][CH:5]=[CH:4][CH:3]=1.[CH:16]1[C:25]2[C:20](=CC=CC=2)[CH:19]=[CH:18][C:17]=1[C:26](=[O:28])[CH3:27]. (2) Given the product [CH3:1][C:2]1[CH:7]=[C:6]([CH3:8])[N:5]=[C:4]([C:9]2[C:10]([C:16]([OH:23])=[O:18])=[N:11][C:12]([CH3:15])=[CH:13][CH:14]=2)[N:3]=1, predict the reactants needed to synthesize it. The reactants are: [CH3:1][C:2]1[CH:7]=[C:6]([CH3:8])[N:5]=[C:4]([C:9]2[C:10]([C:16]#N)=[N:11][C:12]([CH3:15])=[CH:13][CH:14]=2)[N:3]=1.[OH-:18].[Na+].C1C(=NNC2C=CC(/C=C/C3C=CC(NN=C4C=CC(=O)C=C4)=CC=3S([O-])(=O)=O)=C(S([O-])(=O)=O)C=2)C=CC(=[O:23])C=1.[Na+].[Na+]. (3) Given the product [C:27]([C@H:24]1[CH2:23][CH2:22][C@H:21]([O:20][C:15]2[CH:16]=[C:17]3[C:12](=[CH:13][CH:14]=2)[N:11]=[C:10]([C:7]([NH:6][CH2:5][CH2:4][C:3]([OH:31])=[O:2])([CH3:9])[CH3:8])[CH:19]=[CH:18]3)[CH2:26][CH2:25]1)([CH3:28])([CH3:29])[CH3:30], predict the reactants needed to synthesize it. The reactants are: C[O:2][C:3](=[O:31])[CH2:4][CH2:5][NH:6][C:7]([C:10]1[CH:19]=[CH:18][C:17]2[C:12](=[CH:13][CH:14]=[C:15]([O:20][CH:21]3[CH2:26][CH2:25][CH:24]([C:27]([CH3:30])([CH3:29])[CH3:28])[CH2:23][CH2:22]3)[CH:16]=2)[N:11]=1)([CH3:9])[CH3:8].[OH-].[Li+].O1CCCC1.O. (4) Given the product [Cl:41][C:42]1[CH:50]=[CH:49][C:45]([C:20]([N:17]2[CH2:16][CH2:15][N:14]([CH2:13][C@:2]3([CH3:1])[O:6][C:5]4=[N:7][C:8]([N+:10]([O-:12])=[O:11])=[CH:9][N:4]4[CH2:3]3)[CH2:19][CH2:18]2)=[O:21])=[CH:44][CH:43]=1, predict the reactants needed to synthesize it. The reactants are: [CH3:1][C@@:2]1([CH2:13][N:14]2[CH2:19][CH2:18][N:17]([C:20](OC(C)(C)C)=[O:21])[CH2:16][CH2:15]2)[O:6][C:5]2=[N:7][C:8]([N+:10]([O-:12])=[O:11])=[CH:9][N:4]2[CH2:3]1.FC(F)(F)C(O)=O.C(N(CC)CC)C.[Cl:41][C:42]1[CH:50]=[CH:49][C:45](C(Cl)=O)=[CH:44][CH:43]=1.